This data is from Forward reaction prediction with 1.9M reactions from USPTO patents (1976-2016). The task is: Predict the product of the given reaction. Given the reactants Br[C:2]1[N:7]=[C:6]([N:8]2[C:16]3[CH:15]=[C:14]([Cl:17])[N:13]=[CH:12][C:11]=3[CH:10]=[N:9]2)[CH:5]=[CH:4][CH:3]=1.[C:18]([O:22][C:23]([N:25]1[CH2:30][CH:29]=[C:28](B2OC(C)(C)C(C)(C)O2)[CH2:27][CH2:26]1)=[O:24])([CH3:21])([CH3:20])[CH3:19].C([O-])(=O)C.[K+].O, predict the reaction product. The product is: [Cl:17][C:14]1[N:13]=[CH:12][C:11]2[CH:10]=[N:9][N:8]([C:6]3[N:7]=[C:2]([C:28]4[CH2:29][CH2:30][N:25]([C:23]([O:22][C:18]([CH3:21])([CH3:20])[CH3:19])=[O:24])[CH2:26][CH:27]=4)[CH:3]=[CH:4][CH:5]=3)[C:16]=2[CH:15]=1.